From a dataset of Full USPTO retrosynthesis dataset with 1.9M reactions from patents (1976-2016). Predict the reactants needed to synthesize the given product. Given the product [NH2:1][C@H:4]1[CH2:9][CH2:8][C@H:7]([NH:10][C:11]([O:13][C:14]([CH3:17])([CH3:16])[CH3:15])=[O:12])[CH:6]=[CH:5]1, predict the reactants needed to synthesize it. The reactants are: [N:1]([C@H:4]1[CH2:9][CH2:8][C@H:7]([NH:10][C:11]([O:13][C:14]([CH3:17])([CH3:16])[CH3:15])=[O:12])[CH:6]=[CH:5]1)=[N+]=[N-].C1(P(C2C=CC=CC=2)C2C=CC=CC=2)C=CC=CC=1.